This data is from Reaction yield outcomes from USPTO patents with 853,638 reactions. The task is: Predict the reaction yield, written as a fraction of the theoretical maximum amount of product (1.0 means a 100% yield; for example, 0.34 means a 34% yield). (1) The reactants are [F:1][C:2]1[CH:7]=[CH:6][C:5]([C:8]2[O:9][C:10]3[CH:20]=[CH:19][C:18]([C:21]4[CH:22]=[C:23]([CH:27]=[CH:28][CH:29]=4)[C:24](O)=[O:25])=[CH:17][C:11]=3[C:12]=2[C:13](=[O:16])[NH:14][CH3:15])=[CH:4][CH:3]=1.CCN=C=NCCCN(C)C.Cl.[CH3:42][S:43]([NH2:46])(=[O:45])=[O:44]. The catalyst is CN(C1C=CN=CC=1)C.CN(C=O)C. The product is [F:1][C:2]1[CH:7]=[CH:6][C:5]([C:8]2[O:9][C:10]3[CH:20]=[CH:19][C:18]([C:21]4[CH:29]=[CH:28][CH:27]=[C:23]([C:24](=[O:25])[NH:46][S:43]([CH3:42])(=[O:45])=[O:44])[CH:22]=4)=[CH:17][C:11]=3[C:12]=2[C:13]([NH:14][CH3:15])=[O:16])=[CH:4][CH:3]=1. The yield is 0.720. (2) The reactants are [C:1]1([CH:7]([C:13]2[CH:18]=[CH:17][CH:16]=[CH:15][CH:14]=2)[N:8]2[CH2:11][C:10](=[O:12])[CH2:9]2)[CH:6]=[CH:5][CH:4]=[CH:3][CH:2]=1.C([N:21]([CH2:24]C)CC)C.[CH3:26][Si:27](C#N)([CH3:29])[CH3:28]. The catalyst is ClCCl. The product is [C:13]1([CH:7]([C:1]2[CH:2]=[CH:3][CH:4]=[CH:5][CH:6]=2)[N:8]2[CH2:11][C:10]([O:12][Si:27]([CH3:29])([CH3:28])[CH3:26])([C:24]#[N:21])[CH2:9]2)[CH:14]=[CH:15][CH:16]=[CH:17][CH:18]=1. The yield is 0.910. (3) The product is [N+:16]([C:15]1[CH:14]=[CH:13][CH:12]=[C:11]2[C:10]=1[O:9][C:1]([C:2]1[CH:3]=[N:4][CH:5]=[CH:6][CH:7]=1)=[CH:20][C:19]2=[O:21])([O-:18])=[O:17]. The catalyst is N1C=CC=CC=1. The reactants are [C:1]([O:9][C:10]1[C:15]([N+:16]([O-:18])=[O:17])=[CH:14][CH:13]=[CH:12][C:11]=1[C:19](=[O:21])[CH3:20])(=O)[C:2]1[CH:7]=[CH:6][CH:5]=[N:4][CH:3]=1.[OH-].[K+].OS(O)(=O)=O.CC(O)=O. The yield is 0.350. (4) The reactants are [CH3:1][O:2][C:3](=[O:13])[C:4]1[CH:9]=[CH:8][C:7]([C:10](=O)[CH3:11])=[CH:6][CH:5]=1.Cl.[NH2:15][OH:16].C([O-])(=O)C.[Na+]. The catalyst is CO. The product is [OH:16][N:15]=[C:10]([C:7]1[CH:8]=[CH:9][C:4]([C:3]([O:2][CH3:1])=[O:13])=[CH:5][CH:6]=1)[CH3:11]. The yield is 0.960. (5) The reactants are Cl.[NH2:2][CH2:3][CH2:4][N:5]1[C:10](=[O:11])[NH:9][C:8](=[N:12][C:13]2[CH:18]=[CH:17][C:16]([O:19][CH:20]([CH3:22])[CH3:21])=[C:15]([F:23])[CH:14]=2)[N:7]([CH2:24][C:25]2[CH:30]=[CH:29][C:28]([Cl:31])=[CH:27][CH:26]=2)[C:6]1=[O:32].C[N:34]([CH:36]=O)C.C([N:41](C(C)C)CC)(C)C. The catalyst is O. The product is [Cl:31][C:28]1[CH:27]=[CH:26][C:25]([CH2:24][N:7]2[C:8](=[N:12][C:13]3[CH:18]=[CH:17][C:16]([O:19][CH:20]([CH3:22])[CH3:21])=[C:15]([F:23])[CH:14]=3)[NH:9][C:10](=[O:11])[N:5]([CH2:4][CH2:3][NH:2][C:36](=[NH:34])[NH2:41])[C:6]2=[O:32])=[CH:30][CH:29]=1. The yield is 0.630.